Predict which catalyst facilitates the given reaction. From a dataset of Catalyst prediction with 721,799 reactions and 888 catalyst types from USPTO. Reactant: [C:1]([O:5][C:6]([N:8]1[CH2:13][CH2:12][C:11]([OH:22])([C:14]2[C:19]([Cl:20])=[CH:18][CH:17]=[C:16](Cl)[N:15]=2)[CH2:10][CH2:9]1)=[O:7])([CH3:4])([CH3:3])[CH3:2].C(=O)([O-])[O-].[K+].[K+].[CH2:29](B(CC)CC)[CH3:30].C1COCC1. Product: [C:1]([O:5][C:6]([N:8]1[CH2:13][CH2:12][C:11]([OH:22])([C:14]2[C:19]([Cl:20])=[CH:18][CH:17]=[C:16]([CH2:29][CH3:30])[N:15]=2)[CH2:10][CH2:9]1)=[O:7])([CH3:4])([CH3:3])[CH3:2]. The catalyst class is: 3.